Predict the reactants needed to synthesize the given product. From a dataset of Full USPTO retrosynthesis dataset with 1.9M reactions from patents (1976-2016). (1) The reactants are: [CH3:1][O:2][C:3]([CH:5]1[CH2:10][NH:9][CH:8]([C:11]([O:13][C:14]([CH3:17])([CH3:16])[CH3:15])=[O:12])[CH2:7][CH2:6]1)=[O:4].C(N(CC)CC)C.[C:25]([O:29][C:30](O[C:30]([O:29][C:25]([CH3:28])([CH3:27])[CH3:26])=[O:31])=[O:31])([CH3:28])([CH3:27])[CH3:26]. Given the product [CH3:1][O:2][C:3]([CH:5]1[CH2:10][N:9]([C:30]([O:29][C:25]([CH3:28])([CH3:27])[CH3:26])=[O:31])[CH:8]([C:11]([O:13][C:14]([CH3:17])([CH3:16])[CH3:15])=[O:12])[CH2:7][CH2:6]1)=[O:4], predict the reactants needed to synthesize it. (2) Given the product [NH2:10][C:9]1[S:15][CH:16]=[C:17]([CH3:21])[C:8]=1[C:6]([C:5]1[CH:11]=[CH:12][C:2]([CH3:1])=[CH:3][CH:4]=1)=[O:7], predict the reactants needed to synthesize it. The reactants are: [CH3:1][C:2]1[CH:12]=[CH:11][C:5]([C:6]([CH2:8][C:9]#[N:10])=[O:7])=[CH:4][CH:3]=1.[CH3:21][C:17]1(O)[CH2:16][S:15][C:17]([CH3:21])(O)[CH2:16][S:15]1.C(N(CC)CC)C. (3) Given the product [CH3:29][N:26]1[C:27](=[O:28])[C:22]2[CH:21]=[C:20]([CH2:9][C:10]3[C:19]4[C:14](=[CH:15][CH:16]=[CH:17][CH:18]=4)[CH:13]=[CH:12][CH:11]=3)[S:34][C:23]=2[C:24]([CH2:30][CH:31]([CH3:33])[CH3:32])=[N:25]1, predict the reactants needed to synthesize it. The reactants are: C([SiH](CC)CC)C.O[CH:9]([C:20]1[S:34][C:23]2[C:24]([CH2:30][CH:31]([CH3:33])[CH3:32])=[N:25][N:26]([CH3:29])[C:27](=[O:28])[C:22]=2[CH:21]=1)[C:10]1[C:19]2[C:14](=[CH:15][CH:16]=[CH:17][CH:18]=2)[CH:13]=[CH:12][CH:11]=1.FC(F)(F)C(O)=O. (4) The reactants are: [Br:1][C:2]1[C:3](=[O:19])[NH:4][N:5]=[CH:6][C:7]=1[NH:8][C@@H:9]1[CH2:14][C@@H:13]2[CH2:15][C@@H:11]([C:12]2([CH3:17])[CH3:16])[C@H:10]1[CH3:18].Br[CH:21]([CH3:27])[C:22]([O:24][CH2:25][CH3:26])=[O:23].C(=O)([O-])[O-].[K+].[K+].[Cl-].[NH4+]. Given the product [Br:1][C:2]1[C:3](=[O:19])[N:4]([CH:21]([CH3:27])[C:22]([O:24][CH2:25][CH3:26])=[O:23])[N:5]=[CH:6][C:7]=1[NH:8][C@@H:9]1[CH2:14][C@@H:13]2[CH2:15][C@@H:11]([C:12]2([CH3:16])[CH3:17])[C@H:10]1[CH3:18], predict the reactants needed to synthesize it.